This data is from Forward reaction prediction with 1.9M reactions from USPTO patents (1976-2016). The task is: Predict the product of the given reaction. (1) Given the reactants [N+:1]([C:4]1[CH:9]=[CH:8][C:7]([CH2:10][C:11]([NH:13][CH2:14][CH:15]2[CH2:23][N:22]([CH2:24][C:25]([OH:27])=[O:26])[CH2:21][CH2:20][N:19]([CH2:28][C:29]([OH:31])=[O:30])[CH2:18][CH2:17][N:16]2[CH2:32][C:33]([OH:35])=[O:34])=[O:12])=[CH:6][CH:5]=1)([O-])=O, predict the reaction product. The product is: [NH2:1][C:4]1[CH:9]=[CH:8][C:7]([CH2:10][C:11]([NH:13][CH2:14][CH:15]2[CH2:23][N:22]([CH2:24][C:25]([OH:27])=[O:26])[CH2:21][CH2:20][N:19]([CH2:28][C:29]([OH:31])=[O:30])[CH2:18][CH2:17][N:16]2[CH2:32][C:33]([OH:35])=[O:34])=[O:12])=[CH:6][CH:5]=1. (2) Given the reactants [CH3:1][C:2]1[CH:7]=[CH:6][CH:5]=[C:4]([CH3:8])[C:3]=1[OH:9].[H-].[Na+].[CH2:12]([N:19]1[CH2:24][CH2:23][O:22][CH:21]([C:25]2[CH:30]=[CH:29][C:28](Br)=[CH:27][CH:26]=2)[CH2:20]1)[C:13]1[CH:18]=[CH:17][CH:16]=[CH:15][CH:14]=1.CC(C)(C(=O)CC(=O)C(C)(C)C)C.C(=O)([O-])[O-].[Cs+].[Cs+], predict the reaction product. The product is: [CH2:12]([N:19]1[CH2:24][CH2:23][O:22][CH:21]([C:25]2[CH:30]=[CH:29][C:28]([O:9][C:3]3[C:4]([CH3:8])=[CH:5][CH:6]=[CH:7][C:2]=3[CH3:1])=[CH:27][CH:26]=2)[CH2:20]1)[C:13]1[CH:14]=[CH:15][CH:16]=[CH:17][CH:18]=1. (3) Given the reactants C(OC(=O)[NH:10][C:11]12[CH2:19][CH2:18][CH:15]([CH2:16][CH2:17]1)[CH2:14][N:13]1[C:20](=[O:46])[C:21]([O:38]CC3C=CC=CC=3)=[C:22]([C:24](=[O:37])[NH:25][CH2:26][C:27](=[O:36])[CH2:28][C:29]3[CH:34]=[CH:33][C:32]([F:35])=[CH:31][CH:30]=3)[N:23]=[C:12]21)C1C=CC=CC=1.Cl, predict the reaction product. The product is: [NH2:10][C:11]12[CH2:19][CH2:18][CH:15]([CH2:16][CH2:17]1)[CH2:14][N:13]1[C:20](=[O:46])[C:21]([OH:38])=[C:22]([C:24]([NH:25][CH2:26][C:27](=[O:36])[CH2:28][C:29]3[CH:30]=[CH:31][C:32]([F:35])=[CH:33][CH:34]=3)=[O:37])[N:23]=[C:12]21. (4) Given the reactants C1(P(C2C=CC=CC=2)C2C=CC=CC=2)C=CC=CC=1.II.[Si:22]([O:29][C@@H:30]([CH3:65])[C@@H:31]([NH:54][C:55]1[CH:60]=[CH:59][C:58]([C:61]#[N:62])=[C:57]([Cl:63])[C:56]=1[CH3:64])[C:32]([NH:34][NH:35][C:36](=[O:53])[C:37]1[CH:42]=[CH:41][C:40]([O:43][CH2:44][C:45]2[CH:50]=[CH:49][C:48]([O:51][CH3:52])=[CH:47][CH:46]=2)=[CH:39][CH:38]=1)=O)([C:25]([CH3:28])([CH3:27])[CH3:26])([CH3:24])[CH3:23], predict the reaction product. The product is: [Si:22]([O:29][C@@H:30]([CH3:65])[C@@H:31]([NH:54][C:55]1[CH:60]=[CH:59][C:58]([C:61]#[N:62])=[C:57]([Cl:63])[C:56]=1[CH3:64])[C:32]1[O:53][C:36]([C:37]2[CH:38]=[CH:39][C:40]([O:43][CH2:44][C:45]3[CH:50]=[CH:49][C:48]([O:51][CH3:52])=[CH:47][CH:46]=3)=[CH:41][CH:42]=2)=[N:35][N:34]=1)([C:25]([CH3:26])([CH3:28])[CH3:27])([CH3:24])[CH3:23]. (5) The product is: [Cl:1][C:2]1([C:11]([F:23])=[O:13])[N:7]=[C:6]([NH:8][CH2:9][CH3:10])[CH:5]=[CH:4][NH:3]1. Given the reactants [Cl:1][C:2]1([C:11]([OH:13])=O)[N:7]=[C:6]([NH:8][CH2:9][CH3:10])[CH:5]=[CH:4][NH:3]1.C(N(CC)CC)C.N1C(F)=NC(F)=NC=1[F:23], predict the reaction product. (6) Given the reactants [OH:1][B:2]1[C:6]2[CH:7]=[C:8]([OH:12])[CH:9]=[C:10]([CH3:11])[C:5]=2[CH:4]([CH2:13][C:14]([O:16][CH2:17][CH3:18])=[O:15])[O:3]1.C([O-])([O-])=O.[Cs+].[Cs+].Cl.Cl[CH2:27][CH2:28][N:29]([CH3:31])[CH3:30], predict the reaction product. The product is: [CH3:30][N:29]([CH3:31])[CH2:28][CH2:27][O:12][C:8]1[CH:9]=[C:10]([CH3:11])[C:5]2[CH:4]([CH2:13][C:14]([O:16][CH2:17][CH3:18])=[O:15])[O:3][B:2]([OH:1])[C:6]=2[CH:7]=1.